Dataset: Reaction yield outcomes from USPTO patents with 853,638 reactions. Task: Predict the reaction yield, written as a fraction of the theoretical maximum amount of product (1.0 means a 100% yield; for example, 0.34 means a 34% yield). (1) The yield is 0.890. The reactants are [CH3:1][N:2]1[C:10]2[C:5](=[CH:6][CH:7]=[CH:8][CH:9]=2)[C:4]([C:11]2[O:12][C:13]([C:16]3[CH:17]=[C:18]4[C:23](=[CH:24][CH:25]=3)[CH:22]=[C:21]([O:26][CH2:27][C:28]([O:30]C)=[O:29])[CH:20]=[CH:19]4)=[CH:14][N:15]=2)=[CH:3]1.[OH-].[Na+].Cl. The product is [CH3:1][N:2]1[C:10]2[C:5](=[CH:6][CH:7]=[CH:8][CH:9]=2)[C:4]([C:11]2[O:12][C:13]([C:16]3[CH:17]=[C:18]4[C:23](=[CH:24][CH:25]=3)[CH:22]=[C:21]([O:26][CH2:27][C:28]([OH:30])=[O:29])[CH:20]=[CH:19]4)=[CH:14][N:15]=2)=[CH:3]1. The catalyst is C1COCC1.CO.O. (2) The reactants are [NH:1]1[CH2:6][CH2:5][CH:4]([N:7]2[C:11]3[CH:12]=[CH:13][CH:14]=[CH:15][C:10]=3[NH:9][C:8]2=[O:16])[CH2:3][CH2:2]1.CCN(CC)CC.[O:24](C(OC(C)(C)C)=O)[C:25]([O:27][C:28]([CH3:31])([CH3:30])[CH3:29])=O. The catalyst is C(Cl)Cl.CN(C1C=CN=CC=1)C. The product is [C:28]([O:27][C:25]([N:1]1[CH2:2][CH2:3][CH:4]([N:7]2[C:11]3[CH:12]=[CH:13][CH:14]=[CH:15][C:10]=3[NH:9][C:8]2=[O:16])[CH2:5][CH2:6]1)=[O:24])([CH3:31])([CH3:30])[CH3:29]. The yield is 0.820. (3) The reactants are CC(OI1(OC(C)=O)(OC(C)=O)OC(=O)C2C=CC=CC1=2)=O.[OH:23][CH2:24][C:25]1[N:30]=[CH:29][C:28]([C:31]([O:33][CH3:34])=[O:32])=[CH:27][CH:26]=1. The catalyst is C(Cl)Cl. The product is [CH:24]([C:25]1[N:30]=[CH:29][C:28]([C:31]([O:33][CH3:34])=[O:32])=[CH:27][CH:26]=1)=[O:23]. The yield is 1.05. (4) The reactants are [NH2:1][C@@H:2]([C:6]([OH:8])=[O:7])[CH2:3][CH2:4][CH3:5].[CH3:9][C:10]([O:13][C:14](O[C:14]([O:13][C:10]([CH3:12])([CH3:11])[CH3:9])=[O:15])=[O:15])([CH3:12])[CH3:11]. The catalyst is [OH-].[Na+].CC(O)(C)C. The product is [C:10]([O:13][C:14]([NH:1][C@H:2]([CH2:3][CH2:4][CH3:5])[C:6]([OH:8])=[O:7])=[O:15])([CH3:12])([CH3:11])[CH3:9]. The yield is 1.00. (5) The product is [NH2:9][C:6]1[CH:5]=[N:4][CH:3]=[C:2]([Cl:1])[C:7]=1[OH:8]. The reactants are [Cl:1][C:2]1[CH:3]=[N:4][CH:5]=[C:6]([N+:9]([O-])=O)[C:7]=1[OH:8]. The catalyst is CO. The yield is 0.960. (6) The catalyst is C(O)C. The yield is 0.670. The product is [Cl:1][C:2]1[CH:7]=[CH:6][C:5]([NH:8][C:9]2[N:17]=[C:16]([N:18]3[CH:23]=[CH:24][C:25]([CH3:26])=[N:19]3)[N:15]=[C:14]3[C:10]=2[N:11]=[CH:12][N:13]3[CH3:20])=[CH:4][CH:3]=1. The reactants are [Cl:1][C:2]1[CH:7]=[CH:6][C:5]([NH:8][C:9]2[N:17]=[C:16]([NH:18][NH2:19])[N:15]=[C:14]3[C:10]=2[N:11]=[CH:12][N:13]3[CH3:20])=[CH:4][CH:3]=1.CO[CH:23](OC)[CH2:24][C:25](=O)[CH3:26].O. (7) The reactants are Cl[C:2]1[CH:3]=[CH:4][C:5]2[N:6]([C:8]([CH2:11][O:12][C:13]3[C:22]4[C:17](=[CH:18][C:19]([O:23][CH3:24])=[CH:20][CH:21]=4)[N:16]=[CH:15][CH:14]=3)=[N:9][N:10]=2)[N:7]=1.[CH3:25][C:26]([OH:30])([C:28]#[CH:29])[CH3:27].C(N(CC)CC)C.C(#N)C. The catalyst is [Cu]I. The product is [CH3:24][O:23][C:19]1[CH:18]=[C:17]2[C:22]([C:13]([O:12][CH2:11][C:8]3[N:6]4[N:7]=[C:2]([C:29]#[C:28][C:26]([CH3:27])([OH:30])[CH3:25])[CH:3]=[CH:4][C:5]4=[N:10][N:9]=3)=[CH:14][CH:15]=[N:16]2)=[CH:21][CH:20]=1. The yield is 0.513. (8) The reactants are CC1C=CC(S([O:11][CH2:12][C:13]2[CH:18]=[CH:17][CH:16]=[C:15]([Br:19])[N:14]=2)(=O)=O)=CC=1.[NH:20]1[CH:24]=[CH:23][N:22]=[C:21]1[C:25]1[CH:26]=[CH:27][C:28]([CH3:41])=[C:29]([NH:31][C:32](=[O:40])[C:33]2[CH:38]=[CH:37][C:36](O)=[CH:35][CH:34]=2)[CH:30]=1.C([O-])([O-])=O.[K+].[K+]. The catalyst is CC#N. The product is [NH:20]1[CH:24]=[CH:23][N:22]=[C:21]1[C:25]1[CH:26]=[CH:27][C:28]([CH3:41])=[C:29]([NH:31][C:32](=[O:40])[C:33]2[CH:38]=[CH:37][C:36]([O:11][CH2:12][C:13]3[CH:18]=[CH:17][CH:16]=[C:15]([Br:19])[N:14]=3)=[CH:35][CH:34]=2)[CH:30]=1. The yield is 0.860. (9) The catalyst is CO. The product is [CH3:19][C:17]1[CH:16]=[C:15]2[C:4](=[C:13]([CH3:12])[CH:18]=1)[CH:5]=[N:8][C:20]([NH2:21])=[CH:14]2. The reactants are C(O[CH:4](OCC)[C:5](=[NH:8])OC)C.[CH3:12][C:13]1[CH:18]=[C:17]([CH3:19])[CH:16]=[CH:15][C:14]=1[CH2:20][NH2:21]. The yield is 0.900.